This data is from Forward reaction prediction with 1.9M reactions from USPTO patents (1976-2016). The task is: Predict the product of the given reaction. Given the reactants [F:1][C:2]1[CH:8]=[CH:7][C:5]([NH2:6])=[CH:4][CH:3]=1.[CH:9](O)=[O:10], predict the reaction product. The product is: [F:1][C:2]1[CH:8]=[CH:7][C:5]([NH:6][CH:9]=[O:10])=[CH:4][CH:3]=1.